Dataset: Forward reaction prediction with 1.9M reactions from USPTO patents (1976-2016). Task: Predict the product of the given reaction. (1) Given the reactants C([O:3][C:4]([C:6]1[CH:7]=[C:8]2[C:13](=[CH:14][CH:15]=1)[N:12]=[CH:11][C:10]([S:16]([CH3:19])(=[O:18])=[O:17])=[C:9]2[C:20]1[CH:25]=[CH:24][CH:23]=[CH:22][CH:21]=1)=O)C.[H-].[H-].C([Al+]CC(C)C)C(C)C, predict the reaction product. The product is: [CH3:19][S:16]([C:10]1[CH:11]=[N:12][C:13]2[C:8]([C:9]=1[C:20]1[CH:25]=[CH:24][CH:23]=[CH:22][CH:21]=1)=[CH:7][C:6]([CH2:4][OH:3])=[CH:15][CH:14]=2)(=[O:18])=[O:17]. (2) Given the reactants [F:1][C:2]1[C:3]([NH:16][C:17]2[CH:22]=[CH:21][C:20](I)=[CH:19][C:18]=2[F:24])=[C:4]([CH:12]=[CH:13][C:14]=1[F:15])[C:5]([NH:7][O:8][CH2:9][CH2:10][OH:11])=[O:6].[CH3:25][C:26]([OH:31])([CH2:29][CH3:30])[C:27]#[CH:28], predict the reaction product. The product is: [F:1][C:2]1[C:3]([NH:16][C:17]2[CH:22]=[CH:21][C:20]([C:28]#[C:27][C:26]([OH:31])([CH3:25])[CH2:29][CH3:30])=[CH:19][C:18]=2[F:24])=[C:4]([CH:12]=[CH:13][C:14]=1[F:15])[C:5]([NH:7][O:8][CH2:9][CH2:10][OH:11])=[O:6]. (3) The product is: [C:1]([O:5][CH2:6][C@H:7]([CH3:28])[O:8][C:9]1[CH:10]=[C:11]([CH:14]=[C:15]([O:17][C:18]2[CH:23]=[CH:22][C:21]([S:24]([CH3:27])(=[O:26])=[O:25])=[CH:20][CH:19]=2)[CH:16]=1)[C:12]([OH:34])=[O:32])([CH3:4])([CH3:3])[CH3:2]. Given the reactants [C:1]([O:5][CH2:6][C@H:7]([CH3:28])[O:8][C:9]1[CH:10]=[C:11]([CH:14]=[C:15]([O:17][C:18]2[CH:23]=[CH:22][C:21]([S:24]([CH3:27])(=[O:26])=[O:25])=[CH:20][CH:19]=2)[CH:16]=1)[C:12]#N)([CH3:4])([CH3:3])[CH3:2].C(O)C.[OH-:32].[Na+].[OH2:34], predict the reaction product.